From a dataset of hERG potassium channel inhibition data for cardiac toxicity prediction from Karim et al.. Regression/Classification. Given a drug SMILES string, predict its toxicity properties. Task type varies by dataset: regression for continuous values (e.g., LD50, hERG inhibition percentage) or binary classification for toxic/non-toxic outcomes (e.g., AMES mutagenicity, cardiotoxicity, hepatotoxicity). Dataset: herg_karim. (1) The drug is CCCC1=N[N+](C)=C2C(=O)N=C(c3cc(S(=O)(=O)N4CC[NH+](C)CC4)ccc3OCC)N=C12. The result is 0 (non-blocker). (2) The molecule is CC(=O)C1=NN2c3cc(Cl)ccc3OCC2C1(CCCN1CCN(C(C)=O)CC1)c1ccccc1. The result is 1 (blocker). (3) The molecule is Cc1cc(C)nc(Nc2cc(NC[C@@H](N)C(F)(F)F)cnc2C(N)=O)c1. The result is 0 (non-blocker). (4) The compound is COc1ccc(Oc2ccc(S(=O)(=O)C3(C(=O)NO)CCC4(CCNCC4)C3)cc2)cc1. The result is 0 (non-blocker). (5) The drug is C[C@@H]1c2nnn(-c3ncc(F)cn3)c2CCN1C(=O)c1cccc(C(F)(F)F)c1Cl. The result is 0 (non-blocker).